From a dataset of Human Reference Interactome with 51,813 positive PPI pairs across 8,248 proteins, plus equal number of experimentally-validated negative pairs. Binary Classification. Given two protein amino acid sequences, predict whether they physically interact or not. (1) Protein 1 (ENSG00000140548) has sequence MEGFMDSGTQTDAVVVLSLAQAAVLGLVSENELFGATISAEAFYPDLGPELSGAAMGEPEPPGPDVYQLACNGRALEEPAEEEVLEVEAACEKHTRRKTRPPVRLVPKVKFEKVEEEEQEVYEVSVPGDDKDAGPAEAPAEAASGGCDALVQSSAVKMIDLSAFSRKPRTLRHLPRTPRPELNVAPYDPHFPAPARDGFPEPSMALPGPEALPTECGFEPPHLAPLSDPEAPSMESPEPVKPEQGFVWQEASEFEADTAGSTVERHKKAQLDRLDINVQIDDSYLVEAGDRQKRWQCRMC.... Protein 2 (ENSG00000105617) has sequence MNILPKKSWHVRNKDNVARVRRDEAQAREEEKERERRVLLAQQEARTEFLRKKARHQNSLPELEAAEAGAPGSGPVDLFRELLEEGKGVIRGNKEYKEEKRQEKERQEKALGILTYLGQSAAEAQTQPPWYQLPPGRGGPPPGPAPDEKIKSRLDPLREMQKHLGKKRQHGGDEGSRSRKEKEGSEKQRPKEPPSLDQLRAERLRREAAERSRAEALLARVQGRALQEGQPEEDETDDRRRRYNSQFNPQLARRPRQQDPHLTH*. Result: 0 (the proteins do not interact). (2) Protein 1 (ENSG00000101193) has sequence MSYAEKPDEITKDEWMEKLNNLHVQRADMNRLIMNYLVTEGFKEAAEKFRMESGIEPSVDLETLDERIKIREMILKGQIQEAIALINSLHPELLDTNRYLYFHLQQQHLIELIRQRETEAALEFAQTQLAEQGEESRECLTEMERTLALLAFDSPEESPFGDLLHTMQRQKVWSEVNQAVLDYENRESTPKLAKLLKLLLWAQNELDQKKVKYPKMTDLSKGVIEEPK*. Protein 2 (ENSG00000243414) has sequence MGIGKSKINSCPLSLSWGKRHSVDTSPGYHESDSKKSEDLSLCNVAEHSNTTEGPTGKQEGAQSVEEMFEEEAEEEVFLKFVILHAEDDTDEALRVQNLLQDDFGIKPGIIFAEMPCGRQHLQNLDDAVNGSAWTILLLTENFLRDTWCNFQFYTSLMNSVNRQHKYNSVIPMRPLNNPLPRERTPFALQTINALEEESRGFPTQVERIFQESVYKTQQTIWKETRNMVQRQFIA*. Result: 0 (the proteins do not interact). (3) Protein 1 (ENSG00000198464) has sequence MLCDEKAQKRRKRKAKESGMALPQGHLTFRDVAIEFSQAEWKCLDPAQRALYKDVMLENYRNLVSLGSSYALGSNAEDKPIKKQLGVSFHLHLSELELFPDERVINGCNQVENFINHSSSVSCLQEMSSSVKTPIFNRNDFDDSSFLPQEQKVHLREKPYECNEHSKVFRVSSSLTKHQVIHTVEKPYKCNSCGKVFSRNSHLAEHCRIHTGEKPYKCNVCGKVFSYNSNFARHQRIHTREKPYECNECGKVFSNNSYLARHQRIHAEEKPYKCNECGKGFSHKSSLANHWRIYTGEKPY.... Protein 2 (ENSG00000240972) has sequence MPMFIVNTNVPRASVPDGFLSELTQQLAQATGKPPQYIAVHVVPDQLMAFGGSSEPCALCSLHSIGKIGGAQNRSYSKLLCGLLAERLRISPDRVYINYYDMNAANVGWNNSTFA*. Result: 0 (the proteins do not interact). (4) Protein 1 (ENSG00000175294) has sequence MDQNSVPEKAQNEADTNNADRFFRSHSSPPHHRPGHSRALHHYELHHHGVPHQRGESHHPPEFQDFHDQALSSHVHQSHHHSEARNHGRAHGPTGFGLAPSQGAVPSHRSYGEDYHDELQRDGRRHHDGSQYGGFHQQSDSHYHRGSHHGRPQYLGENLSHYSSGVPHHGEASHHGGSYLPHGPNPYSESFHHSEASHLSGLQHDESQHHQVPHRGWPHHHQVHHHGRSRHHEAHQHGKSPHHGETISPHSSVGSYQRGISDYHSEYHQGDHHPSEYHHGDHPHHTQHHYHQTHRHRDYH.... Protein 2 (ENSG00000196224) has sequence MGCSGCSGGCGSSCGGCGSSCGGCGSGYGGCGSGCCVPVCCCKPVCCCVPACSCSSCGSCGGSKGVCGSCGGCKGGCGSCGGSKGGCGSSCCVPVCCSSSCGSCGGSKGVCGFRGGSKGGCGSCGCSQCSCYKPCCCSSGCGSSCCQSSCCKPSCSQSSCCKPCCSQSSCCKPCCCSSGCGSSCCQSSCCKPCCSQSSCCKPCCCSSGCGSSCCQSSCCKPCSSQSSCCVPICCQCKI*. Result: 1 (the proteins interact). (5) Protein 1 (ENSG00000221986) has sequence MEAATAPEVAAGSKLKVKEASPADAEPPQASPGQGAGSPTPQLLPPIEEHPKIWLPRALRQTYIRKVGDTVNLLIPFQGKPKPQAIWTHDGCALDTRRVSVRNGEQDSILFIREAQRADSGRYQLRVQLGGLEATATIDILVIERPGPPQSIKLVDVWGFSATLEWTPPQDTGNTALLGYTVQKADTKSGLWFTVLEHYHRTSCIVSDLIIGNSYAFRVFAENQCGLSETAPITTDLAHIQKAATVYKTKGFAQRDFSEAPKFTQPLADCTTVTGYNTQLFCCVRASPRPKIIWLKNKMD.... Protein 2 (ENSG00000070476) has sequence MDLPALLPAPTARGGQHGGGPGPLRRAPAPLGASPARRRLLLVRGPEDGGPGARPGEASGPSPPPAEDDSDGDSFLVLLEVPHGGAAAEAAGSQEAEPGSRVNLASRPEQGPSGPAAPPGPGVAPAGAVTISSQDLLVRLDRGVLALSAPPGPATAGAAAPRRAPQASGPSTPGYRCPEPQCALAFAKKHQLKVHLLTHGGGQGRRPFKCPLEGCGWAFTTSYKLKRHLQSHDKLRPFGCPVGGCGKKFTTVYNLKAHMKGHEQESLFKCEVCAERFPTHAKLSSHQRSHFEPERPYKCD.... Result: 0 (the proteins do not interact).